From a dataset of Full USPTO retrosynthesis dataset with 1.9M reactions from patents (1976-2016). Predict the reactants needed to synthesize the given product. (1) Given the product [C:9]([C:13]1[CH:19]=[CH:18][C:17]([N+:20]([O-:22])=[O:21])=[CH:16][C:14]=1[NH2:15])([CH3:12])([CH3:10])[CH3:11], predict the reactants needed to synthesize it. The reactants are: OS(O)(=O)=O.C(=O)=O.[C:9]([C:13]1[CH:19]=[CH:18][CH:17]=[CH:16][C:14]=1[NH2:15])([CH3:12])([CH3:11])[CH3:10].[N+:20]([O-])([O-:22])=[O:21].[K+]. (2) Given the product [N+:49]([C:52]1[CH:57]=[CH:56][C:55]([NH:58][CH:59]2[CH2:60][CH2:61][N:62]([C:19](=[O:21])[CH2:18][CH2:17][CH2:16][N:13]3[CH2:12][CH2:11][N:10]([C:7]4[CH:6]=[CH:5][C:4]([C:3]([F:2])([F:23])[F:22])=[CH:9][N:8]=4)[CH2:15][CH2:14]3)[CH2:63][CH2:64]2)=[CH:54][C:53]=1[C:65]([F:68])([F:66])[F:67])([O-:51])=[O:50], predict the reactants needed to synthesize it. The reactants are: [Li+].[F:2][C:3]([F:23])([F:22])[C:4]1[CH:5]=[CH:6][C:7]([N:10]2[CH2:15][CH2:14][N:13]([CH2:16][CH2:17][CH2:18][C:19]([O-:21])=O)[CH2:12][CH2:11]2)=[N:8][CH:9]=1.F[P-](F)(F)(F)(F)F.CN(C)C(ON1C2C=CC=CC=2N=N1)=[N+](C)C.Cl.[N+:49]([C:52]1[CH:57]=[CH:56][C:55]([NH:58][CH:59]2[CH2:64][CH2:63][NH:62][CH2:61][CH2:60]2)=[CH:54][C:53]=1[C:65]([F:68])([F:67])[F:66])([O-:51])=[O:50].C(N(C(C)C)CC)(C)C.[O-2].[Al+3].[O-2].[O-2].[Al+3]. (3) Given the product [Br:16][C:17]1[CH:25]=[CH:24][C:20]([C:21]([N:12]2[CH2:13][CH2:14][N:9]([C:3]3[CH:4]=[CH:5][C:6]([CH3:8])=[CH:7][C:2]=3[CH3:1])[C@H:10]([CH3:15])[CH2:11]2)=[O:22])=[C:19]([S:26]([CH3:29])(=[O:28])=[O:27])[CH:18]=1, predict the reactants needed to synthesize it. The reactants are: [CH3:1][C:2]1[CH:7]=[C:6]([CH3:8])[CH:5]=[CH:4][C:3]=1[N:9]1[CH2:14][CH2:13][NH:12][CH2:11][C@H:10]1[CH3:15].[Br:16][C:17]1[CH:25]=[CH:24][C:20]([C:21](O)=[O:22])=[C:19]([S:26]([CH3:29])(=[O:28])=[O:27])[CH:18]=1. (4) Given the product [C:1]([C:3]1[CH:4]=[CH:5][C:6]([S:9]([NH:12][CH2:26][CH2:25][C:24]([O:28][CH3:29])=[O:27])(=[O:11])=[O:10])=[CH:7][CH:8]=1)#[N:2], predict the reactants needed to synthesize it. The reactants are: [C:1]([C:3]1[CH:8]=[CH:7][C:6]([S:9]([NH2:12])(=[O:11])=[O:10])=[CH:5][CH:4]=1)#[N:2].C1CCN2C(=NCCC2)CC1.[C:24]([O:28][CH3:29])(=[O:27])[CH:25]=[CH2:26]. (5) Given the product [C:1]([O:5][C:6](=[O:35])[N:7]([CH2:11][CH2:12][CH2:13][N:14]1[C:22]([CH2:23][C:24]2[C:32]([I:33])=[CH:31][C:27]3[O:28][CH2:29][O:30][C:26]=3[CH:25]=2)=[N:21][C:20]2[C:19](=[O:34])[N:18]([C:47]3[CH:48]=[CH:43][C:44]([N+:52]([O-:54])=[O:53])=[CH:45][C:46]=3[N+:49]([O-:51])=[O:50])[CH:17]=[N:16][C:15]1=2)[CH:8]([CH3:10])[CH3:9])([CH3:3])([CH3:4])[CH3:2], predict the reactants needed to synthesize it. The reactants are: [C:1]([O:5][C:6](=[O:35])[N:7]([CH2:11][CH2:12][CH2:13][N:14]1[C:22]([CH2:23][C:24]2[C:32]([I:33])=[CH:31][C:27]3[O:28][CH2:29][O:30][C:26]=3[CH:25]=2)=[N:21][C:20]2[C:19](=[O:34])[NH:18][CH:17]=[N:16][C:15]1=2)[CH:8]([CH3:10])[CH3:9])([CH3:4])([CH3:3])[CH3:2].C([O-])([O-])=O.[K+].[K+].Cl[C:43]1[CH:48]=[CH:47][C:46]([N+:49]([O-:51])=[O:50])=[CH:45][C:44]=1[N+:52]([O-:54])=[O:53]. (6) Given the product [S:1]1[CH2:6][CH2:5][N:4]([C:21]([C@@H:23]2[CH2:27][CH2:26][CH2:25][N:24]2[CH2:28][C:43]2[CH:44]=[C:39]([Cl:38])[CH:40]=[CH:41][C:42]=2[Cl:45])=[O:22])[C:3]2[CH:7]=[CH:8][CH:9]=[CH:10][C:2]1=2, predict the reactants needed to synthesize it. The reactants are: [S:1]1[CH2:6][CH2:5][NH:4][C:3]2[CH:7]=[CH:8][CH:9]=[CH:10][C:2]1=2.CCN(C(C)C)C(C)C.Cl[C:21]([C@@H:23]1[CH2:27][CH2:26][CH2:25][N:24]1[C:28](OCC1C=CC=CC=1)=O)=[O:22].[Cl:38][C:39]1[CH:44]=[CH:43][C:42]([Cl:45])=[CH:41][C:40]=1CCl. (7) Given the product [F:25][CH2:2][C:3]1[C:7]2[CH2:8][N:9]([C:12]([O:14][C:15]([CH3:18])([CH3:17])[CH3:16])=[O:13])[CH2:10][CH2:11][C:6]=2[NH:5][N:4]=1, predict the reactants needed to synthesize it. The reactants are: O[CH2:2][C:3]1[C:7]2[CH2:8][N:9]([C:12]([O:14][C:15]([CH3:18])([CH3:17])[CH3:16])=[O:13])[CH2:10][CH2:11][C:6]=2[NH:5][N:4]=1.CCN(S(F)(F)[F:25])CC.C(OCC)(=O)C.CO.